Dataset: Full USPTO retrosynthesis dataset with 1.9M reactions from patents (1976-2016). Task: Predict the reactants needed to synthesize the given product. (1) Given the product [CH3:28][N:18]([C:19]1[CH:24]=[CH:23][C:22]([N+:25]([O-:27])=[O:26])=[CH:21][CH:20]=1)[C:16](=[O:17])[CH2:15][N:5]1[CH2:6][CH2:7][N:2]([CH3:1])[CH2:3][CH2:4]1, predict the reactants needed to synthesize it. The reactants are: [CH3:1][N:2]1[CH2:7][CH2:6][NH:5][CH2:4][CH2:3]1.C(=O)([O-])[O-].[K+].[K+].Cl[CH2:15][C:16]([N:18]([CH3:28])[C:19]1[CH:24]=[CH:23][C:22]([N+:25]([O-:27])=[O:26])=[CH:21][CH:20]=1)=[O:17]. (2) Given the product [Cl:12][C:13]1[CH:18]=[C:17](/[CH:8]=[CH:7]/[C:6]2[CH:9]=[CH:10][CH:11]=[C:4]([N+:1]([O-:3])=[O:2])[CH:5]=2)[CH:16]=[C:15]([Cl:20])[CH:14]=1, predict the reactants needed to synthesize it. The reactants are: [N+:1]([C:4]1[CH:5]=[C:6]([CH:9]=[CH:10][CH:11]=1)[CH:7]=[CH2:8])([O-:3])=[O:2].[Cl:12][C:13]1[CH:18]=[C:17](I)[CH:16]=[C:15]([Cl:20])[CH:14]=1.C(=O)(O)[O-].[Na+]. (3) Given the product [OH:27][C@H:28]([CH2:32][C:33]1[CH:38]=[CH:37][CH:36]=[CH:35][CH:34]=1)[C:29]([NH:1][CH2:2][CH:3]1[CH2:8][CH2:7][C:6]2[C:9]3[C:14]([NH:15][C:16]4[CH:25]=[CH:24][C:19]5[NH:20][C:21](=[O:23])[S:22][C:18]=5[CH:17]=4)=[N:13][CH:12]=[N:11][C:10]=3[S:26][C:5]=2[CH2:4]1)=[O:30], predict the reactants needed to synthesize it. The reactants are: [NH2:1][CH2:2][CH:3]1[CH2:8][CH2:7][C:6]2[C:9]3[C:14]([NH:15][C:16]4[CH:25]=[CH:24][C:19]5[NH:20][C:21](=[O:23])[S:22][C:18]=5[CH:17]=4)=[N:13][CH:12]=[N:11][C:10]=3[S:26][C:5]=2[CH2:4]1.[OH:27][C@@H:28]([CH2:32][C:33]1[CH:38]=[CH:37][CH:36]=[CH:35][CH:34]=1)[C:29](O)=[O:30].F[P-](F)(F)(F)(F)F.CN(C(=[N+](C)C)ON1C2=NC=CC=C2N=N1)C. (4) Given the product [CH3:11][CH:12]1[CH:20]([NH2:10])[C:16]2[CH:17]=[CH:18][S:19][C:15]=2[CH2:14][CH2:13]1, predict the reactants needed to synthesize it. The reactants are: O1C2CCCC([NH2:10])C=2C=C1.[CH3:11][CH:12]1[C:20](=O)[C:16]2[CH:17]=[CH:18][S:19][C:15]=2[CH2:14][CH2:13]1.